Dataset: Catalyst prediction with 721,799 reactions and 888 catalyst types from USPTO. Task: Predict which catalyst facilitates the given reaction. (1) Product: [CH3:1][NH:2][S:3]([C:6]1[CH:7]=[CH:8][C:9]2[S:13][C:12]([C:14]3[C:15]([CH3:16])=[N:23][NH:24][C:19]=3[NH2:20])=[N:11][C:10]=2[CH:21]=1)(=[O:4])=[O:22]. Reactant: [CH3:1][NH:2][S:3]([C:6]1[CH:7]=[CH:8][C:9]2[S:13][C:12]([C:14]([C:19]#[N:20])=[C:15](OC)[CH3:16])=[N:11][C:10]=2[CH:21]=1)(=O)=[O:4].[OH2:22].[NH2:23][NH2:24]. The catalyst class is: 240. (2) Reactant: [C:1]([O:5][C:6]([N:8]1[CH2:12][C@@H:11]([O:13][C:14]2[CH:23]=[CH:22][C:21]3[C:16](=[CH:17][CH:18]=[CH:19][CH:20]=3)[CH:15]=2)[CH2:10][C@H:9]1[CH2:24][OH:25])=[O:7])([CH3:4])([CH3:3])[CH3:2].O[C:27]1[CH:36]=[CH:35][C:30]([C:31]([O:33][CH3:34])=[O:32])=[CH:29][CH:28]=1.C1C=CC(P(C2C=CC=CC=2)C2C=CC=CC=2)=CC=1.CC(OC(/N=N/C(OC(C)C)=O)=O)C. Product: [C:1]([O:5][C:6]([N:8]1[CH2:12][C@@H:11]([O:13][C:14]2[CH:23]=[CH:22][C:21]3[C:16](=[CH:17][CH:18]=[CH:19][CH:20]=3)[CH:15]=2)[CH2:10][C@H:9]1[CH2:24][O:25][C:27]1[CH:36]=[CH:35][C:30]([C:31]([O:33][CH3:34])=[O:32])=[CH:29][CH:28]=1)=[O:7])([CH3:4])([CH3:3])[CH3:2]. The catalyst class is: 1. (3) Reactant: Cl[C:2]1[C:7]([CH:8]=[O:9])=[CH:6][N:5]=[C:4]2[N:10]([CH2:13][O:14][CH2:15][CH2:16][Si:17]([CH3:20])([CH3:19])[CH3:18])[CH:11]=[CH:12][C:3]=12.C([O-])([O-])=O.[K+].[K+].[CH3:27][CH:28]([SH:30])[CH3:29]. Product: [CH:28]([S:30][C:2]1[C:7]([CH:8]=[O:9])=[CH:6][N:5]=[C:4]2[N:10]([CH2:13][O:14][CH2:15][CH2:16][Si:17]([CH3:20])([CH3:19])[CH3:18])[CH:11]=[CH:12][C:3]=12)([CH3:29])[CH3:27]. The catalyst class is: 12. (4) Reactant: [Cl:1][C:2]1[CH:3]=[N:4][C:5]([N:8]2[CH2:13][CH2:12][CH:11]([C@H:14]3[CH2:16][C@H:15]3[CH2:17][CH2:18][NH2:19])[CH2:10][CH2:9]2)=[N:6][CH:7]=1.C([O-])([O-])=O.[K+].[K+].Cl[C:27]1[CH:28]=[C:29]([CH:32]=[C:33]([CH3:35])[N:34]=1)[C:30]#[N:31]. Product: [Cl:1][C:2]1[CH:3]=[N:4][C:5]([N:8]2[CH2:13][CH2:12][CH:11]([C@H:14]3[CH2:16][C@H:15]3[CH2:17][CH2:18][NH:19][C:27]3[CH:28]=[C:29]([CH:32]=[C:33]([CH3:35])[N:34]=3)[C:30]#[N:31])[CH2:10][CH2:9]2)=[N:6][CH:7]=1. The catalyst class is: 58. (5) Reactant: [C:1](/[CH:3]=[CH:4]/[C:5]1[CH:6]=[C:7]([CH:18]=[CH:19][CH:20]=1)[O:8][C:9]1[CH:16]=[CH:15][C:12]([C:13]#[N:14])=[CH:11][C:10]=1[OH:17])#[N:2].C1C=CC(P(C2C=CC=CC=2)C2C=CC=CC=2)=CC=1.[Br:40][CH2:41][CH2:42]O.CC(OC(/N=N/C(OC(C)C)=O)=O)C. Product: [Br:40][CH2:41][CH2:42][O:17][C:10]1[CH:11]=[C:12]([CH:15]=[CH:16][C:9]=1[O:8][C:7]1[CH:18]=[CH:19][CH:20]=[C:5](/[CH:4]=[CH:3]/[C:1]#[N:2])[CH:6]=1)[C:13]#[N:14]. The catalyst class is: 1.